This data is from Forward reaction prediction with 1.9M reactions from USPTO patents (1976-2016). The task is: Predict the product of the given reaction. (1) Given the reactants CO[C:3]1C=[CH:7][C:6]([NH:9][C:10]([NH2:12])=[S:11])=[CH:5][CH:4]=1.BrCC([C:17]1[CH:22]=[C:21]([O:23][CH3:24])[CH:20]=[CH:19][C:18]=1[O:25][CH3:26])=O.[CH2:27]1[CH2:31][O:30][CH2:29][CH2:28]1, predict the reaction product. The product is: [CH3:26][O:25][C:18]1[CH:19]=[CH:20][C:21]([O:23][CH3:24])=[CH:22][C:17]=1[NH:12][C:10]1[S:11][CH:7]=[C:6]([C:5]2[CH:28]=[CH:27][C:31]([O:30][CH3:29])=[CH:3][CH:4]=2)[N:9]=1. (2) Given the reactants [NH2:1]N.[Cl:3][C:4]1[CH:9]=[C:8]([Cl:10])[CH:7]=[CH:6][C:5]=1[C:11]1[C:12]([N:30]2[CH2:35][CH2:34][N:33]([CH3:36])[CH2:32][C:31]2=[O:37])=[C:13](CCCN2C(=O)C3C=CC=CC=3C2=O)[NH:14][CH:15]=1.CCN([CH:44]([CH3:46])[CH3:45])C(C)C.Cl[C:48]1[N:53]=[C:52]([NH2:54])[C:51]([N+:55]([O-:57])=[O:56])=[CH:50][CH:49]=1, predict the reaction product. The product is: [NH2:54][C:52]1[N:53]=[C:48]([NH:1][CH2:46][CH2:44][CH2:45][N:14]2[CH:15]=[C:11]([C:5]3[CH:6]=[CH:7][C:8]([Cl:10])=[CH:9][C:4]=3[Cl:3])[C:12]([N:30]3[CH2:35][CH2:34][N:33]([CH3:36])[CH2:32][C:31]3=[O:37])=[CH:13]2)[CH:49]=[CH:50][C:51]=1[N+:55]([O-:57])=[O:56]. (3) Given the reactants [CH3:1][C:2]1([CH3:32])[CH2:7][O:6][C:5]([CH2:15][S:16][CH2:17][C:18]([N:20]2[C@@H:24]([C:25]3[CH:30]=[CH:29][CH:28]=[CH:27][CH:26]=3)[CH2:23][O:22][C:21]2=[O:31])=[O:19])([C:8]2[CH:13]=[CH:12][C:11]([CH3:14])=[CH:10][CH:9]=2)[O:4][CH2:3]1.[F:33][C:34]1[CH:39]=[CH:38][C:37]([N:40]=[CH:41][C:42]2[CH:56]=[CH:55][C:45]([O:46][CH2:47][C:48]([O:50][C:51]([CH3:54])([CH3:53])[CH3:52])=[O:49])=[CH:44][CH:43]=2)=[CH:36][CH:35]=1.C(N(C(C)C)C(C)C)C.C(O)(C)C, predict the reaction product. The product is: [CH3:1][C:2]1([CH3:32])[CH2:3][O:4][C:5]([CH2:15][S:16][C@@H:17]([C:18](=[O:19])[N:20]2[C@@H:24]([C:25]3[CH:26]=[CH:27][CH:28]=[CH:29][CH:30]=3)[CH2:23][O:22][C:21]2=[O:31])[C@H:41]([C:42]2[CH:56]=[CH:55][C:45]([O:46][CH2:47][C:48]([O:50][C:51]([CH3:52])([CH3:53])[CH3:54])=[O:49])=[CH:44][CH:43]=2)[NH:40][C:37]2[CH:36]=[CH:35][C:34]([F:33])=[CH:39][CH:38]=2)([C:8]2[CH:13]=[CH:12][C:11]([CH3:14])=[CH:10][CH:9]=2)[O:6][CH2:7]1. (4) Given the reactants CS(O[CH2:6][C:7]1[C:8]2[CH:16]=[C:15]([CH:17]3[CH2:22][CH2:21][CH2:20][CH2:19][CH2:18]3)[S:14][C:9]=2[N:10]=[C:11]([CH3:13])[N:12]=1)(=O)=O.[CH:23]1(CN)[CH2:27][CH2:26][CH2:25][CH2:24]1.C[CH2:31][N:32](C(C)C)C(C)C.C(=O)(O)[O-].[Na+], predict the reaction product. The product is: [CH:17]1([C:15]2[S:14][C:9]3[N:10]=[C:11]([CH3:13])[N:12]=[C:7]([CH2:6][N:32]([CH3:31])[CH:23]4[CH2:24][CH2:25][CH2:26][CH2:27]4)[C:8]=3[CH:16]=2)[CH2:22][CH2:21][CH2:20][CH2:19][CH2:18]1. (5) Given the reactants F[C:2]1[CH:7]=[CH:6][CH:5]=[C:4](F)[N:3]=1.[Cl:9][C:10]1[CH:16]=[CH:15][C:13]([NH2:14])=[CH:12][CH:11]=1.[Br:17][C:18]1[CH:19]=[N:20][NH:21][CH:22]=1, predict the reaction product. The product is: [Br:17][C:18]1[CH:19]=[N:20][N:21]([C:4]2[N:3]=[C:2]([NH:14][C:13]3[CH:15]=[CH:16][C:10]([Cl:9])=[CH:11][CH:12]=3)[CH:7]=[CH:6][CH:5]=2)[CH:22]=1. (6) Given the reactants [NH2:1][C:2]1[C:11]2[C:6](=[CH:7][C:8]([C:12]#[N:13])=[CH:9][CH:10]=2)[CH:5]=[CH:4][N:3]=1, predict the reaction product. The product is: [NH2:13][CH2:12][C:8]1[CH:7]=[C:6]2[C:11](=[CH:10][CH:9]=1)[C:2]([NH2:1])=[N:3][CH:4]=[CH:5]2. (7) Given the reactants Cl[C:2]1[C:7]([CH:8]=O)=[C:6]([Cl:10])[N:5]=[C:4]([S:11][CH3:12])[N:3]=1.C(N(CC)CC)C.[F:20][C:21]1[CH:27]=[C:26]([F:28])[CH:25]=[CH:24][C:22]=1[NH2:23].C[O:30][C:31](=O)[CH2:32]P(OCC(F)(F)F)(OCC(F)(F)F)=O, predict the reaction product. The product is: [Cl:10][C:6]1[C:7]2[CH:8]=[CH:32][C:31](=[O:30])[N:23]([C:22]3[CH:24]=[CH:25][C:26]([F:28])=[CH:27][C:21]=3[F:20])[C:2]=2[N:3]=[C:4]([S:11][CH3:12])[N:5]=1. (8) Given the reactants Br[C:2]1[CH:3]=[C:4]([CH:19]=[CH:20][C:21]=1[OH:22])[C:5]([NH:7][C:8]1[CH:13]=[CH:12][C:11]([O:14][C:15]([F:18])([F:17])[F:16])=[CH:10][CH:9]=1)=[O:6].C([O:26][CH2:27][CH2:28]Br)(=O)C.C([O-])([O-])=O.[K+].[K+].[N:36]1[CH:41]=[C:40](B(O)O)[CH:39]=[N:38][CH:37]=1.[OH-].[Na+].C(O)(C(F)(F)F)=O, predict the reaction product. The product is: [OH:26][CH2:27][CH2:28][O:22][C:21]1[CH:20]=[CH:19][C:4]([C:5]([NH:7][C:8]2[CH:13]=[CH:12][C:11]([O:14][C:15]([F:18])([F:17])[F:16])=[CH:10][CH:9]=2)=[O:6])=[CH:3][C:2]=1[C:40]1[CH:41]=[N:36][CH:37]=[N:38][CH:39]=1. (9) Given the reactants C[O:2][C:3](=[O:34])[C@@H:4]([NH:10][C:11](=[O:33])[C@@H:12]([NH:25][C:26]([O:28][C:29]([CH3:32])([CH3:31])[CH3:30])=[O:27])[CH2:13][C:14]1[CH:19]=[CH:18][C:17]([O:20][CH2:21][CH2:22][CH:23]=[CH2:24])=[CH:16][CH:15]=1)[CH2:5][CH:6]([CH2:8]C)[CH3:7].[OH-].[Na+].CO, predict the reaction product. The product is: [CH2:21]([O:20][C:17]1[CH:16]=[CH:15][C:14]([CH2:13][C@H:12]([NH:25][C:26]([O:28][C:29]([CH3:31])([CH3:30])[CH3:32])=[O:27])[C:11]([NH:10][C@@H:4]([CH2:5][CH:6]([CH3:7])[CH3:8])[C:3]([OH:34])=[O:2])=[O:33])=[CH:19][CH:18]=1)[CH2:22][CH:23]=[CH2:24]. (10) Given the reactants [Li].[OH:2][C:3]1[CH:4]=[CH:5][CH:6]=[C:7]2[C:12]=1[N:11]=[CH:10][CH:9]=[CH:8]2.[Cl-:13].[Cl-].[Cl-].[Cr+3:16], predict the reaction product. The product is: [Cl-:13].[Cl-:13].[N:11]1[C:12]2[C:7](=[CH:6][CH:5]=[CH:4][C:3]=2[O:2][Cr+2:16])[CH:8]=[CH:9][CH:10]=1.